Dataset: Peptide-MHC class I binding affinity with 185,985 pairs from IEDB/IMGT. Task: Regression. Given a peptide amino acid sequence and an MHC pseudo amino acid sequence, predict their binding affinity value. This is MHC class I binding data. (1) The peptide sequence is CLKNEGVSGL. The MHC is HLA-A02:03 with pseudo-sequence HLA-A02:03. The binding affinity (normalized) is 0.702. (2) The peptide sequence is VPRRKAKII. The MHC is HLA-B57:01 with pseudo-sequence HLA-B57:01. The binding affinity (normalized) is 0. (3) The peptide sequence is CSDDGFWSK. The MHC is HLA-A11:01 with pseudo-sequence HLA-A11:01. The binding affinity (normalized) is 0.544. (4) The peptide sequence is PLALEGSLQK. The MHC is HLA-A11:01 with pseudo-sequence HLA-A11:01. The binding affinity (normalized) is 0.0277. (5) The binding affinity (normalized) is 0.540. The peptide sequence is YTLLGCWSFV. The MHC is HLA-A02:06 with pseudo-sequence HLA-A02:06.